Dataset: Full USPTO retrosynthesis dataset with 1.9M reactions from patents (1976-2016). Task: Predict the reactants needed to synthesize the given product. (1) Given the product [C:30]([NH:6][CH2:7][C:8]1[CH:9]=[C:10]([C:14]2[CH:19]=[CH:18][N:17]=[C:16]([NH:20][CH2:21][CH2:22][C:23]3[CH:24]=[CH:25][C:26]([OH:29])=[CH:27][CH:28]=3)[N:15]=2)[CH:11]=[CH:12][CH:13]=1)([CH3:33])([CH3:31])[CH3:32], predict the reactants needed to synthesize it. The reactants are: C(OC(=O)[N:6]([C:30]([CH3:33])([CH3:32])[CH3:31])[CH2:7][C:8]1[CH:13]=[CH:12][CH:11]=[C:10]([C:14]2[CH:19]=[CH:18][N:17]=[C:16]([NH:20][CH2:21][CH2:22][C:23]3[CH:28]=[CH:27][C:26]([OH:29])=[CH:25][CH:24]=3)[N:15]=2)[CH:9]=1)C=C.C(N(C(C)C)CC)(C)C.CN1C(=O)CC(=O)N(C)C1=O. (2) Given the product [CH3:12][O:13][C:14]1[CH:19]=[CH:18][C:17]2[N:16]([N:6]=[CH:34][C:33]=2[C:32]([C:24]2[CH:25]=[C:26]([O:30][CH3:31])[C:27]([O:28][CH3:29])=[C:22]([O:21][CH3:20])[CH:23]=2)=[O:35])[N:15]=1, predict the reactants needed to synthesize it. The reactants are: C(=O)(O)[O-].[K+].[NH2:6]OS(O)(=O)=O.[CH3:12][O:13][C:14]1[N:15]=[N:16][CH:17]=[CH:18][CH:19]=1.[CH3:20][O:21][C:22]1[CH:23]=[C:24]([C:32](=[O:35])[C:33]#[CH:34])[CH:25]=[C:26]([O:30][CH3:31])[C:27]=1[O:28][CH3:29].[OH-].[K+]. (3) Given the product [C:45]([O:22][CH:13]([C:14]1[CH:19]=[CH:18][C:17]([O:20][CH3:21])=[CH:16][CH:15]=1)[CH2:12][N:9]1[C:10](=[O:11])[C:5]2[CH:4]=[C:3]([CH2:1][CH3:2])[S:44][C:6]=2[N:7]([CH2:24][C:25]2[CH:30]=[CH:29][C:28]([C:31]3[CH:36]=[CH:35][CH:34]=[CH:33][C:32]=3[C:37]3[NH:41][C:40](=[O:42])[O:39][N:38]=3)=[CH:27][C:26]=2[F:43])[C:8]1=[O:23])(=[O:47])[CH3:46], predict the reactants needed to synthesize it. The reactants are: [CH2:1]([C:3]1[S:44][C:6]2[N:7]([CH2:24][C:25]3[CH:30]=[CH:29][C:28]([C:31]4[CH:36]=[CH:35][CH:34]=[CH:33][C:32]=4[C:37]4[NH:41][C:40](=[O:42])[O:39][N:38]=4)=[CH:27][C:26]=3[F:43])[C:8](=[O:23])[N:9]([CH2:12][CH:13]([OH:22])[C:14]3[CH:19]=[CH:18][C:17]([O:20][CH3:21])=[CH:16][CH:15]=3)[C:10](=[O:11])[C:5]=2[CH:4]=1)[CH3:2].[C:45](OC(=O)C)(=[O:47])[CH3:46].C(N(CC)CC)C. (4) Given the product [CH:15]1[C:16]2[C:21](=[CH:20][CH:19]=[CH:18][CH:17]=2)[CH:22]=[CH:23][C:14]=1[C:11]1[CH:10]=[CH:9][C:8]([C:5]2[CH:6]=[CH:7][C:2]([B:35]([OH:40])[OH:36])=[CH:3][CH:4]=2)=[CH:13][CH:12]=1, predict the reactants needed to synthesize it. The reactants are: Br[C:2]1[CH:7]=[CH:6][C:5]([C:8]2[CH:13]=[CH:12][C:11]([C:14]3[CH:23]=[CH:22][C:21]4[C:16](=[CH:17][CH:18]=[CH:19][CH:20]=4)[CH:15]=3)=[CH:10][CH:9]=2)=[CH:4][CH:3]=1.CCCCCC.C([Li])CCC.[B:35](OC(C)C)([O:40]C(C)C)[O:36]C(C)C.Cl. (5) Given the product [C:1]12([NH:11][CH2:20][C:17]3[NH:16][C:15]4[CH:14]=[CH:13][S:12][C:19]=4[CH:18]=3)[CH2:8][CH:7]3[CH2:6][CH:5]([CH2:4][CH:3]([CH2:9]3)[CH2:2]1)[CH2:10]2, predict the reactants needed to synthesize it. The reactants are: [C:1]12([NH2:11])[CH2:10][CH:5]3[CH2:6][CH:7]([CH2:9][CH:3]([CH2:4]3)[CH2:2]1)[CH2:8]2.[S:12]1[C:19]2[CH:18]=[C:17]([C:20](O)=O)[NH:16][C:15]=2[CH:14]=[CH:13]1.